From a dataset of Full USPTO retrosynthesis dataset with 1.9M reactions from patents (1976-2016). Predict the reactants needed to synthesize the given product. (1) Given the product [F:14][C:2]([F:1])([F:13])[CH2:3][C:4]1[N:8]2[CH2:9][CH2:10][NH:11][CH2:12][C:7]2=[N:6][N:5]=1, predict the reactants needed to synthesize it. The reactants are: [F:1][C:2]([F:14])([F:13])[CH2:3][C:4]1[N:8]2[CH:9]=[CH:10][N:11]=[CH:12][C:7]2=[N:6][N:5]=1. (2) Given the product [F:16][C:17]1[CH:18]=[C:19]2[C:24](=[CH:25][CH:26]=1)[N:23]=[C:22]([CH2:27][O:28][C:29]1[CH:30]=[CH:31][C:32]([C:2]3[C:3](=[O:15])[C:4]([CH3:14])([CH3:13])[O:5][C:6]=3[C:7]3[CH:12]=[CH:11][N:10]=[CH:9][CH:8]=3)=[CH:33][CH:34]=1)[CH:21]=[CH:20]2, predict the reactants needed to synthesize it. The reactants are: Br[C:2]1[C:3](=[O:15])[C:4]([CH3:14])([CH3:13])[O:5][C:6]=1[C:7]1[CH:12]=[CH:11][N:10]=[CH:9][CH:8]=1.[F:16][C:17]1[CH:18]=[C:19]2[C:24](=[CH:25][CH:26]=1)[N:23]=[C:22]([CH2:27][O:28][C:29]1[CH:34]=[CH:33][C:32](B3OC(C)(C)C(C)(C)O3)=[CH:31][CH:30]=1)[CH:21]=[CH:20]2.C([O-])([O-])=O.[Cs+].[Cs+]. (3) The reactants are: [F:1][C:2]([F:26])([F:25])[C:3]1[CH:24]=[CH:23][CH:22]=[CH:21][C:4]=1[CH2:5][O:6][CH:7]1[CH2:10][N:9]([C:11]2[S:12][C:13]([C:16]([O:18]CC)=[O:17])=[CH:14][N:15]=2)[CH2:8]1.[OH-].[Li+].[Cl-].[NH4+]. Given the product [F:26][C:2]([F:1])([F:25])[C:3]1[CH:24]=[CH:23][CH:22]=[CH:21][C:4]=1[CH2:5][O:6][CH:7]1[CH2:8][N:9]([C:11]2[S:12][C:13]([C:16]([OH:18])=[O:17])=[CH:14][N:15]=2)[CH2:10]1, predict the reactants needed to synthesize it. (4) The reactants are: [CH2:1]([O:8][C:9]1[CH:10]=[C:11]([CH:31]=[CH:32][CH:33]=1)[CH2:12][O:13][C:14]1[C:19]2[CH:20]=[C:21]([C:23](=O)[CH2:24]Br)[O:22][C:18]=2[CH:17]=[C:16]([O:27][CH:28]([F:30])[F:29])[CH:15]=1)[C:2]1[CH:7]=[CH:6][CH:5]=[CH:4][CH:3]=1.[Br:34][C:35]1[S:39][C:38]([NH2:40])=[N:37][N:36]=1. Given the product [CH2:1]([O:8][C:9]1[CH:10]=[C:11]([CH:31]=[CH:32][CH:33]=1)[CH2:12][O:13][C:14]1[C:19]2[CH:20]=[C:21]([C:23]3[N:40]=[C:38]4[N:37]([CH:24]=3)[N:36]=[C:35]([Br:34])[S:39]4)[O:22][C:18]=2[CH:17]=[C:16]([O:27][CH:28]([F:30])[F:29])[CH:15]=1)[C:2]1[CH:7]=[CH:6][CH:5]=[CH:4][CH:3]=1, predict the reactants needed to synthesize it.